Dataset: Catalyst prediction with 721,799 reactions and 888 catalyst types from USPTO. Task: Predict which catalyst facilitates the given reaction. (1) Reactant: Br[C:2]1[N:3]([CH2:9][C:10]2[C:19]3[C:14](=[CH:15][CH:16]=[CH:17][CH:18]=3)[CH:13]=[CH:12][CH:11]=2)[C:4]([CH:7]=[O:8])=[CH:5][CH:6]=1.[N:20]1[CH:25]=[CH:24][CH:23]=[C:22](B(O)O)[CH:21]=1.C(=O)([O-])[O-].[Cs+].[Cs+].O1CCOCC1. Product: [C:10]1([CH2:9][N:3]2[C:4]([CH:7]=[O:8])=[CH:5][CH:6]=[C:2]2[C:22]2[CH:21]=[N:20][CH:25]=[CH:24][CH:23]=2)[C:19]2[C:14](=[CH:15][CH:16]=[CH:17][CH:18]=2)[CH:13]=[CH:12][CH:11]=1. The catalyst class is: 6. (2) Reactant: [CH:1]1([CH:5]2[C:14]3[C:9](=[CH:10][CH:11]=[CH:12][CH:13]=3)[NH:8][CH2:7][CH2:6]2)[CH2:4][CH2:3][CH2:2]1.I[CH2:16][C:17]([NH2:19])=[O:18].O. Product: [CH:1]1([CH:5]2[C:14]3[C:9](=[CH:10][CH:11]=[CH:12][CH:13]=3)[N:8]([CH2:16][C:17]([NH2:19])=[O:18])[CH2:7][CH2:6]2)[CH2:2][CH2:3][CH2:4]1. The catalyst class is: 3. (3) Reactant: C([SiH](CC)CC)C.[Cl:8][C:9]1[CH:32]=[CH:31][C:12]([CH2:13][N:14]2[CH:19]=[C:18]([CH:20](O)[C:21]3[CH:26]=[CH:25][CH:24]=[C:23]([O:27][CH3:28])[CH:22]=3)[CH:17]=[CH:16][C:15]2=[O:30])=[CH:11][CH:10]=1.CO. Product: [CH3:28][O:27][C:23]1[CH:22]=[C:21]([CH:26]=[CH:25][CH:24]=1)[CH2:20][C:18]1[CH:17]=[CH:16][C:15](=[O:30])[N:14]([CH2:13][C:12]2[CH:11]=[CH:10][C:9]([Cl:8])=[CH:32][CH:31]=2)[CH:19]=1. The catalyst class is: 67.